This data is from Reaction yield outcomes from USPTO patents with 853,638 reactions. The task is: Predict the reaction yield, written as a fraction of the theoretical maximum amount of product (1.0 means a 100% yield; for example, 0.34 means a 34% yield). (1) The product is [ClH:1].[ClH:29].[CH3:15][O:14][C:11]1[CH:12]=[CH:13][C:8]([C:5]2[CH:6]=[CH:7][C:2]([N:26]3[CH2:27][CH2:28][N:23]([CH:20]([CH3:22])[CH3:21])[CH2:24][CH2:25]3)=[N:3][CH:4]=2)=[CH:9][CH:10]=1. The reactants are [Cl:1][C:2]1[CH:7]=[CH:6][C:5]([C:8]2[CH:13]=[CH:12][C:11]([O:14][CH3:15])=[CH:10][CH:9]=2)=[CH:4][N:3]=1.CS(C)=O.[CH:20]([N:23]1[CH2:28][CH2:27][NH:26][CH2:25][CH2:24]1)([CH3:22])[CH3:21].[ClH:29]. The yield is 0.600. The catalyst is O. (2) The reactants are Br.[OH:2][C:3]1[C:8]([NH2:9])=[CH:7][CH:6]=[CH:5][C:4]=1[C:10]1[S:11][C:12]([CH3:18])=[C:13]([C:15]([OH:17])=[O:16])[N:14]=1.[N:19]([O-])=O.[Na+].[CH2:23]1[C:31]2[C:26](=[CH:27][C:28]([N:32]3[C:36](=[O:37])[CH2:35][C:34]([CH3:38])=[N:33]3)=[CH:29][CH:30]=2)[CH2:25][CH2:24]1.C(=O)(O)[O-].[Na+]. The catalyst is Cl. The product is [OH:2][C:3]1[C:8]([NH:9][N:19]=[C:35]2[C:36](=[O:37])[N:32]([C:28]3[CH:27]=[C:26]4[C:31](=[CH:30][CH:29]=3)[CH2:23][CH2:24][CH2:25]4)[N:33]=[C:34]2[CH3:38])=[CH:7][CH:6]=[CH:5][C:4]=1[C:10]1[S:11][C:12]([CH3:18])=[C:13]([C:15]([OH:17])=[O:16])[N:14]=1. The yield is 0.759.